From a dataset of Forward reaction prediction with 1.9M reactions from USPTO patents (1976-2016). Predict the product of the given reaction. (1) Given the reactants CCCCCC.[H-].[Na+].[CH3:9][O:10][C:11]([CH2:13]P(OC)(OC)=O)=[O:12].[Cl:20][C:21]1[CH:31]=[C:30]([CH2:32][CH2:33][CH3:34])[CH:29]=[C:28]([CH:35]=O)[C:22]=1[C:23]([O:25][CH2:26][CH3:27])=[O:24], predict the reaction product. The product is: [Cl:20][C:21]1[CH:31]=[C:30]([CH2:32][CH2:33][CH3:34])[CH:29]=[C:28](/[CH:35]=[CH:13]/[C:11]([O:10][CH3:9])=[O:12])[C:22]=1[C:23]([O:25][CH2:26][CH3:27])=[O:24]. (2) Given the reactants Cl.[CH3:2][O:3][NH2:4].Cl[C:6]1[C:15]2[C:10](=[CH:11][CH:12]=[CH:13][CH:14]=2)[N:9]=[CH:8][C:7]=1[NH:16][C:17](=O)[CH2:18][CH3:19], predict the reaction product. The product is: [CH2:18]([C:17]1[N:4]([O:3][CH3:2])[C:6]2[C:15]3[CH:14]=[CH:13][CH:12]=[CH:11][C:10]=3[N:9]=[CH:8][C:7]=2[N:16]=1)[CH3:19].